From a dataset of Forward reaction prediction with 1.9M reactions from USPTO patents (1976-2016). Predict the product of the given reaction. (1) Given the reactants [CH2:1]([O:3][C:4]([C:6]1[N:7]([CH3:16])[N:8]=[C:9]([C:11]([CH3:15])([CH3:14])[CH2:12][F:13])[CH:10]=1)=[O:5])[CH3:2].C(Cl)[Cl:18], predict the reaction product. The product is: [CH2:1]([O:3][C:4]([C:6]1[N:7]([CH3:16])[N:8]=[C:9]([C:11]([CH3:15])([CH3:14])[CH2:12][F:13])[C:10]=1[Cl:18])=[O:5])[CH3:2]. (2) Given the reactants F[C:2]1[C:10]([F:11])=[C:9]([F:12])[C:8]([F:13])=[CH:7][C:3]=1[C:4]([OH:6])=[O:5].[I:14][C:15]1[CH:21]=[CH:20][C:18]([NH2:19])=[C:17]([CH3:22])[CH:16]=1.[Li]N, predict the reaction product. The product is: [I:14][C:15]1[CH:21]=[CH:20][C:18]([NH:19][C:2]2[C:10]([F:11])=[C:9]([F:12])[C:8]([F:13])=[CH:7][C:3]=2[C:4]([OH:6])=[O:5])=[C:17]([CH3:22])[CH:16]=1. (3) Given the reactants Cl[C:2]1[N:7]=[C:6]([O:8][C:9]2[CH:35]=[CH:34][C:33]([CH3:36])=[CH:32][C:10]=2[CH2:11][NH:12][C:13]([NH:15][C:16]2[N:20]([C:21]3[CH:26]=[CH:25][C:24]([CH3:27])=[CH:23][CH:22]=3)[N:19]=[C:18]([C:28]([CH3:31])([CH3:30])[CH3:29])[CH:17]=2)=[O:14])[CH:5]=[CH:4][N:3]=1.[NH:37]1[CH2:42][CH2:41][O:40][CH2:39][CH2:38]1, predict the reaction product. The product is: [O:40]1[CH2:41][CH2:42][N:37]([C:2]2[N:7]=[C:6]([O:8][C:9]3[CH:35]=[CH:34][C:33]([CH3:36])=[CH:32][C:10]=3[CH2:11][NH:12][C:13]([NH:15][C:16]3[N:20]([C:21]4[CH:22]=[CH:23][C:24]([CH3:27])=[CH:25][CH:26]=4)[N:19]=[C:18]([C:28]([CH3:29])([CH3:30])[CH3:31])[CH:17]=3)=[O:14])[CH:5]=[CH:4][N:3]=2)[CH2:38][CH2:39]1. (4) Given the reactants [O:1]=[C:2]([CH3:17])[CH2:3][CH2:4][C:5]1[CH:6]=[CH:7][C:8]2[N:9]([C:11]([C:14]([OH:16])=O)=[CH:12][N:13]=2)[CH:10]=1.C(Cl)(=O)C(Cl)=O.CN(C)C=O.[NH2:29][C:30]1[CH:31]=[C:32]([C:37]2[N:41]=[C:40]([CH:42]3[CH2:45][N:44]([C:46]([O:48][CH3:49])=[O:47])[CH2:43]3)[O:39][N:38]=2)[CH:33]=[CH:34][C:35]=1[CH3:36], predict the reaction product. The product is: [CH3:36][C:35]1[CH:34]=[CH:33][C:32]([C:37]2[N:41]=[C:40]([CH:42]3[CH2:43][N:44]([C:46]([O:48][CH3:49])=[O:47])[CH2:45]3)[O:39][N:38]=2)=[CH:31][C:30]=1[NH:29][C:14]([C:11]1[N:9]2[CH:10]=[C:5]([CH2:4][CH2:3][C:2](=[O:1])[CH3:17])[CH:6]=[CH:7][C:8]2=[N:13][CH:12]=1)=[O:16]. (5) Given the reactants [CH3:1][O:2][C:3](=[O:36])[CH2:4][C:5]1[C:14]([CH3:15])=[C:13]([CH:16]2[CH2:21][CH2:20][N:19]([S:22]([CH2:25][C:26]3[CH:31]=[CH:30][CH:29]=[CH:28][C:27]=3[N+:32]([O-])=O)(=[O:24])=[O:23])[CH2:18][CH2:17]2)[C:12]2[C:7](=[CH:8][CH:9]=[C:10]([F:35])[CH:11]=2)[CH:6]=1.[Cl-].[NH4+].CO.O, predict the reaction product. The product is: [CH3:1][O:2][C:3](=[O:36])[CH2:4][C:5]1[C:14]([CH3:15])=[C:13]([CH:16]2[CH2:17][CH2:18][N:19]([S:22]([CH2:25][C:26]3[CH:31]=[CH:30][CH:29]=[CH:28][C:27]=3[NH2:32])(=[O:24])=[O:23])[CH2:20][CH2:21]2)[C:12]2[C:7](=[CH:8][CH:9]=[C:10]([F:35])[CH:11]=2)[CH:6]=1. (6) The product is: [Cl:8][C:9]1[N:10]=[C:11]([Cl:25])[C:12]2[CH2:17][NH:16][CH2:15][C:13]=2[N:14]=1. Given the reactants FC(F)(F)C(O)=O.[Cl:8][C:9]1[N:10]=[C:11]([Cl:25])[C:12]2[CH2:17][N:16](C(OC(C)(C)C)=O)[CH2:15][C:13]=2[N:14]=1, predict the reaction product. (7) Given the reactants CN(C)C=CC([C:7]1[C:8]([C:13]([O:15][CH2:16][CH3:17])=[O:14])=[N:9][CH:10]=[CH:11][CH:12]=1)=O.[N+]([O-])(O)=O.[CH3:23][O:24][C:25]1[N:30]=[CH:29][C:28]([NH:31][C:32]([NH2:34])=[NH:33])=[CH:27][CH:26]=1.[C:35](=O)([O-])[O-].[Na+].[Na+].O.CO[CH2:44][CH2:45]O, predict the reaction product. The product is: [CH3:23][O:24][C:25]1[N:30]=[CH:29][C:28]([NH:31][C:32]2[N:34]=[C:45]([C:12]3[CH:11]=[CH:10][N:9]=[C:8]([C:13]([O:15][CH2:16][CH3:17])=[O:14])[CH:7]=3)[CH:44]=[CH:35][N:33]=2)=[CH:27][CH:26]=1.